Dataset: Forward reaction prediction with 1.9M reactions from USPTO patents (1976-2016). Task: Predict the product of the given reaction. (1) Given the reactants Cl[C:2]1[C:11]2[C:6](=[CH:7][CH:8]=[C:9]([C:12]3[CH:17]=[CH:16][C:15]([F:18])=[CH:14][CH:13]=3)[CH:10]=2)[N:5]=[CH:4][N:3]=1.[CH2:19]([NH2:23])[CH2:20][CH2:21][CH3:22], predict the reaction product. The product is: [CH2:19]([NH:23][C:2]1[C:11]2[C:6](=[CH:7][CH:8]=[C:9]([C:12]3[CH:17]=[CH:16][C:15]([F:18])=[CH:14][CH:13]=3)[CH:10]=2)[N:5]=[CH:4][N:3]=1)[CH2:20][CH2:21][CH3:22]. (2) Given the reactants [CH3:1][C:2]([NH:10][C:11]([C:13]1[CH:18]=[N:17][C:16](Br)=[C:15]([C:20]2[CH:25]=[CH:24][CH:23]=[C:22]([Cl:26])[CH:21]=2)[N:14]=1)=[O:12])([C:4]1[N:8]=[C:7]([CH3:9])[O:6][N:5]=1)[CH3:3].[Br-].[CH:28]1([Zn+])[CH2:30][CH2:29]1, predict the reaction product. The product is: [CH3:1][C:2]([NH:10][C:11]([C:13]1[CH:18]=[N:17][C:16]([CH:28]2[CH2:30][CH2:29]2)=[C:15]([C:20]2[CH:25]=[CH:24][CH:23]=[C:22]([Cl:26])[CH:21]=2)[N:14]=1)=[O:12])([C:4]1[N:8]=[C:7]([CH3:9])[O:6][N:5]=1)[CH3:3].